From a dataset of NCI-60 drug combinations with 297,098 pairs across 59 cell lines. Regression. Given two drug SMILES strings and cell line genomic features, predict the synergy score measuring deviation from expected non-interaction effect. (1) Drug 1: CC1=C(C(CCC1)(C)C)C=CC(=CC=CC(=CC(=O)O)C)C. Drug 2: B(C(CC(C)C)NC(=O)C(CC1=CC=CC=C1)NC(=O)C2=NC=CN=C2)(O)O. Cell line: SK-MEL-28. Synergy scores: CSS=27.9, Synergy_ZIP=3.06, Synergy_Bliss=0.542, Synergy_Loewe=-26.0, Synergy_HSA=0.822. (2) Drug 1: C1CC(C1)(C(=O)O)C(=O)O.[NH2-].[NH2-].[Pt+2]. Drug 2: CC(C)(C#N)C1=CC(=CC(=C1)CN2C=NC=N2)C(C)(C)C#N. Cell line: SR. Synergy scores: CSS=15.4, Synergy_ZIP=-6.63, Synergy_Bliss=-5.75, Synergy_Loewe=-3.93, Synergy_HSA=-4.72. (3) Drug 1: CC12CCC3C(C1CCC2=O)CC(=C)C4=CC(=O)C=CC34C. Drug 2: CC12CCC3C(C1CCC2OP(=O)(O)O)CCC4=C3C=CC(=C4)OC(=O)N(CCCl)CCCl.[Na+]. Cell line: RXF 393. Synergy scores: CSS=2.10, Synergy_ZIP=-16.2, Synergy_Bliss=-32.6, Synergy_Loewe=-50.7, Synergy_HSA=-32.0.